From a dataset of Full USPTO retrosynthesis dataset with 1.9M reactions from patents (1976-2016). Predict the reactants needed to synthesize the given product. (1) Given the product [Br:1][C:2]1[CH:7]=[CH:6][C:5]([OH:8])=[C:4]([C:10]([F:11])([F:12])[F:13])[CH:3]=1, predict the reactants needed to synthesize it. The reactants are: [Br:1][C:2]1[CH:7]=[CH:6][C:5]([O:8]C)=[C:4]([C:10]([F:13])([F:12])[F:11])[CH:3]=1.C([O-])([O-])=O.[K+].[K+]. (2) Given the product [Cl:1][C:2]1[C:3]([OH:10])=[CH:4][CH:5]=[C:6]([CH2:8][N:11]2[CH2:16][CH2:15][O:14][CH2:13][CH2:12]2)[N:7]=1, predict the reactants needed to synthesize it. The reactants are: [Cl:1][C:2]1[N:7]=[C:6]([CH:8]=O)[CH:5]=[CH:4][C:3]=1[OH:10].[NH:11]1[CH2:16][CH2:15][O:14][CH2:13][CH2:12]1. (3) Given the product [CH3:21][S:22]([O:13][CH2:12][CH:4]1[CH2:3][N:2]([CH3:1])[C:7]2[CH:8]=[CH:9][CH:10]=[CH:11][C:6]=2[O:5]1)(=[O:24])=[O:23], predict the reactants needed to synthesize it. The reactants are: [CH3:1][N:2]1[C:7]2[CH:8]=[CH:9][CH:10]=[CH:11][C:6]=2[O:5][CH:4]([CH2:12][OH:13])[CH2:3]1.C(N(CC)CC)C.[CH3:21][S:22](Cl)(=[O:24])=[O:23].O.